From a dataset of Peptide-MHC class II binding affinity with 134,281 pairs from IEDB. Regression. Given a peptide amino acid sequence and an MHC pseudo amino acid sequence, predict their binding affinity value. This is MHC class II binding data. (1) The peptide sequence is AAAAGWQTLSAALDA. The MHC is HLA-DQA10101-DQB10501 with pseudo-sequence HLA-DQA10101-DQB10501. The binding affinity (normalized) is 0.351. (2) The peptide sequence is EGKIILVAVHVASGYIE. The MHC is DRB1_0701 with pseudo-sequence DRB1_0701. The binding affinity (normalized) is 0.607. (3) The peptide sequence is VQDAATYAVTTFSNV. The MHC is DRB1_0802 with pseudo-sequence DRB1_0802. The binding affinity (normalized) is 0.517. (4) The peptide sequence is AEAVKKFGYELEALA. The MHC is DRB1_1201 with pseudo-sequence DRB1_1201. The binding affinity (normalized) is 0.217.